Predict the reactants needed to synthesize the given product. From a dataset of Full USPTO retrosynthesis dataset with 1.9M reactions from patents (1976-2016). (1) Given the product [Cl:1][C:2]1[CH:3]=[CH:4][C:5]([S:31]([CH2:34][CH3:35])(=[O:32])=[O:33])=[C:6]([CH:30]=1)[NH:7][N:8]1[C:17](=[O:18])[C:16]2[C:11](=[CH:12][C:13]([CH2:23][N:24]3[CH2:25][CH2:26][N:27]([CH:39]4[CH2:40][CH2:41][O:36][CH2:37][CH2:38]4)[CH2:28][CH2:29]3)=[C:14]([C:19]([F:22])([F:21])[F:20])[CH:15]=2)[N:10]=[CH:9]1, predict the reactants needed to synthesize it. The reactants are: [Cl:1][C:2]1[CH:3]=[CH:4][C:5]([S:31]([CH2:34][CH3:35])(=[O:33])=[O:32])=[C:6]([CH:30]=1)[NH:7][N:8]1[C:17](=[O:18])[C:16]2[C:11](=[CH:12][C:13]([CH2:23][N:24]3[CH2:29][CH2:28][NH:27][CH2:26][CH2:25]3)=[C:14]([C:19]([F:22])([F:21])[F:20])[CH:15]=2)[N:10]=[CH:9]1.[O:36]1[CH2:41][CH2:40][C:39](=O)[CH2:38][CH2:37]1. (2) Given the product [CH:1]12[CH2:7][CH:4]([CH2:5][CH2:6]1)[CH2:3][CH:2]2[CH2:8][O:9][C:10]1[CH:11]=[C:12]([CH:13]([OH:14])[CH2:19][C:18]#[N:20])[CH:15]=[CH:16][CH:17]=1, predict the reactants needed to synthesize it. The reactants are: [CH:1]12[CH2:7][CH:4]([CH2:5][CH2:6]1)[CH2:3][CH:2]2[CH2:8][O:9][C:10]1[CH:11]=[C:12]([CH:15]=[CH:16][CH:17]=1)[CH:13]=[O:14].[C:18](#[N:20])[CH3:19]. (3) Given the product [CH2:21]([O:23][C:24](=[O:40])[CH2:25][C:26]1[CH:31]=[CH:30][C:29]([NH2:32])=[C:28]([C:33]([CH:35]2[CH2:39][CH2:38][CH2:37][CH2:36]2)=[O:34])[CH:27]=1)[CH3:22].[CH2:21]([O:23][C:24](=[O:40])[CH2:25][C:26]1[CH:31]=[CH:30][C:29]([NH:32][C:1]([NH:41][C:42]2[S:43][CH:44]=[CH:45][N:46]=2)=[O:3])=[C:28]([C:33]([CH:35]2[CH2:39][CH2:38][CH2:37][CH2:36]2)=[O:34])[CH:27]=1)[CH3:22], predict the reactants needed to synthesize it. The reactants are: [CH2:1]([O:3]C(=O)CC1C=CC(N)=CC=1)C.C1(C#N)CCCC1.[CH2:21]([O:23][C:24](=[O:40])[CH2:25][C:26]1[CH:31]=[CH:30][C:29]([NH2:32])=[C:28]([C:33]([CH:35]2[CH2:39][CH2:38][CH2:37][CH2:36]2)=[O:34])[CH:27]=1)[CH3:22].[NH2:41][C:42]1[S:43][CH:44]=[CH:45][N:46]=1. (4) Given the product [CH:6]([C:5]1[CH:8]=[CH:9][C:2]([O:1][CH2:11][CH2:12][CH2:13][CH2:14][CH2:15][CH2:16][CH2:17][CH2:18][CH2:19][CH2:20][O:22][C:2]2[CH:9]=[CH:8][C:5]([CH:6]=[O:7])=[CH:4][CH:3]=2)=[CH:3][CH:4]=1)=[O:7], predict the reactants needed to synthesize it. The reactants are: [OH:1][C:2]1[CH:9]=[CH:8][C:5]([CH:6]=[O:7])=[CH:4][CH:3]=1.Br[CH2:11][CH2:12][CH2:13][CH2:14][CH2:15][CH2:16][CH2:17][CH2:18][CH2:19][CH2:20]Br.[OH-:22].[K+]. (5) The reactants are: [O:1]=[C:2]1[CH2:13][CH2:12][CH:11]=[CH:10][CH2:9][C@@H:8]([NH:14][C:15](=[O:17])[CH3:16])[C:7](=[O:18])[O:6][CH2:5][C@@H:4]([C:19]2[CH:24]=[CH:23][CH:22]=[CH:21][CH:20]=2)[NH:3]1.I[CH3:26].[H-].[Na+]. Given the product [O:1]=[C:2]1[CH2:13][CH2:12][CH:11]=[CH:10][CH2:9][C@@H:8]([N:14]([CH3:26])[C:15](=[O:17])[CH3:16])[C:7](=[O:18])[O:6][CH2:5][C@@H:4]([C:19]2[CH:24]=[CH:23][CH:22]=[CH:21][CH:20]=2)[NH:3]1, predict the reactants needed to synthesize it.